From a dataset of Forward reaction prediction with 1.9M reactions from USPTO patents (1976-2016). Predict the product of the given reaction. (1) Given the reactants N[C:2]1[S:11][C:5]2[CH2:6][N:7]([CH3:10])[CH2:8][CH2:9][C:4]=2[C:3]=1[C:12]([O:14][CH2:15][CH3:16])=[O:13].Cl.N([O-])=O.[Na+].P(=O)(O)(O)O, predict the reaction product. The product is: [CH3:10][N:7]1[CH2:8][CH2:9][C:4]2[C:3]([C:12]([O:14][CH2:15][CH3:16])=[O:13])=[CH:2][S:11][C:5]=2[CH2:6]1. (2) Given the reactants [NH2:1][C:2]1[C:7]([Cl:8])=[C:6]([O:9][CH2:10][CH3:11])[N:5]=[C:4]([C:12]([OH:14])=O)[CH:3]=1.ClC1C=CC(C(O)=O)=CC=1OC.Cl.Cl.Cl.[N:30]1[CH:35]=[CH:34][CH:33]=[CH:32][C:31]=1[C:36]1[S:37][C:38]([CH2:41][N:42]2[CH2:47][CH2:46][CH:45]([CH2:48][NH2:49])[CH2:44][CH2:43]2)=[CH:39][N:40]=1, predict the reaction product. The product is: [NH2:1][C:2]1[C:7]([Cl:8])=[C:6]([O:9][CH2:10][CH3:11])[N:5]=[C:4]([C:12]([NH:49][CH2:48][CH:45]2[CH2:46][CH2:47][N:42]([CH2:41][C:38]3[S:37][C:36]([C:31]4[CH:32]=[CH:33][CH:34]=[CH:35][N:30]=4)=[N:40][CH:39]=3)[CH2:43][CH2:44]2)=[O:14])[CH:3]=1. (3) Given the reactants [Cl:1][C:2]1[CH:23]=[C:22]([Cl:24])[CH:21]=[CH:20][C:3]=1[CH2:4][N:5]1[C:9]([CH2:10][CH2:11][C:12]([O:14]CC)=[O:13])=[CH:8][C:7]([CH:17]([CH3:19])[CH3:18])=[N:6]1.[OH-].[Na+].O1CCCC1, predict the reaction product. The product is: [Cl:1][C:2]1[CH:23]=[C:22]([Cl:24])[CH:21]=[CH:20][C:3]=1[CH2:4][N:5]1[C:9]([CH2:10][CH2:11][C:12]([OH:14])=[O:13])=[CH:8][C:7]([CH:17]([CH3:19])[CH3:18])=[N:6]1. (4) Given the reactants [NH2:1][CH:2]([C:7]([CH3:10])([CH3:9])[CH3:8])[CH2:3][C:4]([OH:6])=[O:5].C(N(CC)CC)C.[C:18](O[C:18]([O:20][C:21]([CH3:24])([CH3:23])[CH3:22])=[O:19])([O:20][C:21]([CH3:24])([CH3:23])[CH3:22])=[O:19], predict the reaction product. The product is: [C:21]([O:20][C:18]([NH:1][CH:2]([C:7]([CH3:10])([CH3:9])[CH3:8])[CH2:3][C:4]([OH:6])=[O:5])=[O:19])([CH3:24])([CH3:23])[CH3:22]. (5) Given the reactants C([O:3][C:4](=[O:25])[C@@H:5]([O:22][CH2:23][CH3:24])[CH2:6][C:7]1[CH:12]=[CH:11][C:10]([O:13][CH2:14][C:15]2[S:16][C:17](Br)=[CH:18][C:19]=2[CH3:20])=[CH:9][CH:8]=1)C.CC1(C)C(C)(C)OB([C:34]2[CH:39]=[CH:38][C:37]([C:40]3[N:41]=[N:42][N:43]([CH2:45][OH:46])[N:44]=3)=[CH:36][CH:35]=2)O1, predict the reaction product. The product is: [CH2:23]([O:22][C@@H:5]([CH2:6][C:7]1[CH:8]=[CH:9][C:10]([O:13][CH2:14][C:15]2[S:16][C:17]([C:34]3[CH:39]=[CH:38][C:37]([C:40]4[N:41]=[N:42][N:43]([CH2:45][OH:46])[N:44]=4)=[CH:36][CH:35]=3)=[CH:18][C:19]=2[CH3:20])=[CH:11][CH:12]=1)[C:4]([OH:3])=[O:25])[CH3:24]. (6) Given the reactants [NH:1]1[CH:5]=[CH:4][N:3]=[CH:2]1.I[C:7]1[CH:12]=[CH:11][CH:10]=[CH:9][CH:8]=1, predict the reaction product. The product is: [C:7]1([N:1]2[CH:5]=[CH:4][N:3]=[CH:2]2)[CH:12]=[CH:11][CH:10]=[CH:9][CH:8]=1.